The task is: Regression/Classification. Given a drug SMILES string, predict its toxicity properties. Task type varies by dataset: regression for continuous values (e.g., LD50, hERG inhibition percentage) or binary classification for toxic/non-toxic outcomes (e.g., AMES mutagenicity, cardiotoxicity, hepatotoxicity). Dataset: clintox.. This data is from Clinical trial toxicity outcomes and FDA approval status for drugs. (1) The molecule is COc1cc([C@@H]2c3cc4c(cc3[C@@H](O[C@@H]3O[C@@H]5COC(c6cccs6)O[C@H]5[C@H](O)[C@H]3O)[C@H]3COC(=O)[C@H]23)OCO4)cc(OC)c1O. The result is 0 (passed clinical trial). (2) The compound is CCOc1nc2cccc(C(=O)OCc3oc(=O)oc3C)c2n1Cc1ccc(-c2ccccc2-c2nc(=O)o[nH]2)cc1. The result is 0 (passed clinical trial). (3) The compound is CC(=O)Nc1c(I)c(C(=O)N[C@H]2C(O)O[C@H](CO)[C@@H](O)[C@@H]2O)c(I)c(N(C)C(C)=O)c1I. The result is 0 (passed clinical trial).